This data is from Reaction yield outcomes from USPTO patents with 853,638 reactions. The task is: Predict the reaction yield, written as a fraction of the theoretical maximum amount of product (1.0 means a 100% yield; for example, 0.34 means a 34% yield). (1) The reactants are Br[C:2]1[CH:13]=[N:12][C:5]2[NH:6][C:7](=[O:11])[NH:8][C:9](=[O:10])[C:4]=2[CH:3]=1.[C:14]([O:18][C:19]([CH3:22])([CH3:21])[CH3:20])(=[O:17])[CH:15]=[CH2:16].C(N(C(C)C)C(C)C)C.CC1C=CC=CC=1P(C1C=CC=CC=1C)C1C=CC=CC=1C. The catalyst is C(#N)CC.CN(C=O)C.CC([O-])=O.CC([O-])=O.[Pd+2]. The product is [C:19]([O:18][C:14](=[O:17])/[CH:15]=[CH:16]/[C:2]1[CH:13]=[N:12][C:5]2[NH:6][C:7](=[O:11])[NH:8][C:9](=[O:10])[C:4]=2[CH:3]=1)([CH3:22])([CH3:21])[CH3:20]. The yield is 0.830. (2) The reactants are [NH2:1][C:2]1[CH:10]=[CH:9][C:8]([N+:11]([O-])=O)=[CH:7][C:3]=1[C:4]([NH2:6])=[O:5].[O:14]([CH2:22][CH2:23][O:24][C:25]1[C:32]([CH3:33])=[CH:31][C:28]([CH:29]=O)=[CH:27][C:26]=1[CH3:34])[Si](C(C)(C)C)(C)C.OS([O-])=O.[Na+].CC1C=CC(S(O)(=O)=O)=CC=1. The catalyst is CN(C)C(=O)C.CN(C=O)C.CO.[Pd]. The product is [NH2:11][C:8]1[CH:7]=[C:3]2[C:2](=[CH:10][CH:9]=1)[N:1]=[C:29]([C:28]1[CH:31]=[C:32]([CH3:33])[C:25]([O:24][CH2:23][CH2:22][OH:14])=[C:26]([CH3:34])[CH:27]=1)[NH:6][C:4]2=[O:5]. The yield is 0.420. (3) The reactants are [Mg].[C:2](=[O:4])=[O:3].Cl[C:6]([C:9]1[CH:14]=[CH:13][C:12]([C:15](=[O:20])[CH2:16][CH2:17][CH2:18][Cl:19])=[CH:11][CH:10]=1)([CH3:8])[CH3:7].Cl. The catalyst is [Cl-].C([N+](CC)(CC)CC)C.CN(C)C=O.[Ag]. The product is [Cl:19][CH2:18][CH2:17][CH2:16][C:15]([C:12]1[CH:11]=[CH:10][C:9]([C:6]([CH3:8])([CH3:7])[C:2]([OH:4])=[O:3])=[CH:14][CH:13]=1)=[O:20]. The yield is 0.720. (4) The reactants are CC1(C)[O:6][C@H:5]([CH2:7][N:8]2[CH:12]=[CH:11][C:10]([NH:13][C:14](=[O:35])[C@@H:15]([N:21]3[CH2:25][C:24]([O:26][C:27]4[CH:32]=[CH:31][CH:30]=[CH:29][C:28]=4[Cl:33])=[CH:23][C:22]3=[O:34])[CH2:16][CH:17]([CH3:20])[CH2:18][CH3:19])=[N:9]2)[CH2:4][O:3]1.Cl. The catalyst is O1CCCC1. The product is [OH:6][C@@H:5]([CH2:4][OH:3])[CH2:7][N:8]1[CH:12]=[CH:11][C:10]([NH:13][C:14](=[O:35])[C@@H:15]([N:21]2[CH2:25][C:24]([O:26][C:27]3[CH:32]=[CH:31][CH:30]=[CH:29][C:28]=3[Cl:33])=[CH:23][C:22]2=[O:34])[CH2:16][CH:17]([CH3:20])[CH2:18][CH3:19])=[N:9]1. The yield is 0.860. (5) The reactants are [C:1]1([C:7]2[N:8]([C:14]3[N:19]=[CH:18][CH:17]=[CH:16][N:15]=3)[CH:9]=[C:10]([CH:12]=O)[N:11]=2)[CH:6]=[CH:5][CH:4]=[CH:3][CH:2]=1.[CH3:20][NH2:21].CO.[BH4-].[Na+].[ClH:26].C(=O)([O-])O.[Na+]. The catalyst is CO. The product is [ClH:26].[ClH:26].[CH3:20][NH:21][CH2:12][C:10]1[N:11]=[C:7]([C:1]2[CH:6]=[CH:5][CH:4]=[CH:3][CH:2]=2)[N:8]([C:14]2[N:19]=[CH:18][CH:17]=[CH:16][N:15]=2)[CH:9]=1. The yield is 0.270. (6) The reactants are [NH2:1][C:2]1[CH:7]=[C:6]([C:8]#[N:9])[CH:5]=[CH:4][C:3]=1[S:10]([NH2:13])(=[O:12])=[O:11].[Cl:14][C:15]1[CH:20]=[CH:19][C:18]([CH:21]=[CH:22][S:23](Cl)(=[O:25])=[O:24])=[C:17]([O:27][CH3:28])[CH:16]=1. No catalyst specified. The product is [Cl:14][C:15]1[CH:20]=[CH:19][C:18](/[CH:21]=[CH:22]/[S:23]([NH:1][C:2]2[CH:7]=[C:6]([C:8]#[N:9])[CH:5]=[CH:4][C:3]=2[S:10]([NH2:13])(=[O:11])=[O:12])(=[O:24])=[O:25])=[C:17]([O:27][CH3:28])[CH:16]=1. The yield is 0.360. (7) The reactants are O[N:2]1C2C=CC=CC=2N=N1.CCN=C=NCCCN(C)C.C(N(CC)C(C)C)(C)C.[C:31]([O:35][C:36]([N:38]1[CH2:42][CH2:41][CH:40]([C:43]2[CH:48]=[CH:47][C:46]([NH:49][C:50]3[N:55]=[C:54]([CH2:56][CH2:57][C:58]4[CH:63]=[CH:62][CH:61]=[CH:60][C:59]=4[CH2:64][C:65]([O-])=[O:66])[C:53]([C:68]([F:71])([F:70])[F:69])=[CH:52][N:51]=3)=[CH:45][CH:44]=2)[CH2:39]1)=[O:37])([CH3:34])([CH3:33])[CH3:32].[Li+].C(=O)([O-])[O-].[NH4+].[NH4+]. The catalyst is C1COCC1.CN(C=O)C. The product is [NH2:2][C:65](=[O:66])[CH2:64][C:59]1[CH:60]=[CH:61][CH:62]=[CH:63][C:58]=1[CH2:57][CH2:56][C:54]1[C:53]([C:68]([F:69])([F:71])[F:70])=[CH:52][N:51]=[C:50]([NH:49][C:46]2[CH:47]=[CH:48][C:43]([CH:40]3[CH2:41][CH2:42][N:38]([C:36]([O:35][C:31]([CH3:34])([CH3:32])[CH3:33])=[O:37])[CH2:39]3)=[CH:44][CH:45]=2)[N:55]=1. The yield is 0.620.